Dataset: Merck oncology drug combination screen with 23,052 pairs across 39 cell lines. Task: Regression. Given two drug SMILES strings and cell line genomic features, predict the synergy score measuring deviation from expected non-interaction effect. (1) Drug 1: CN(Cc1cnc2nc(N)nc(N)c2n1)c1ccc(C(=O)NC(CCC(=O)O)C(=O)O)cc1. Drug 2: COC1=C2CC(C)CC(OC)C(O)C(C)C=C(C)C(OC(N)=O)C(OC)C=CC=C(C)C(=O)NC(=CC1=O)C2=O. Cell line: HT144. Synergy scores: synergy=-2.94. (2) Cell line: KPL1. Drug 2: CCC1(O)C(=O)OCc2c1cc1n(c2=O)Cc2cc3c(CN(C)C)c(O)ccc3nc2-1. Drug 1: O=C(O)C1(Cc2cccc(Nc3nccs3)n2)CCC(Oc2cccc(Cl)c2F)CC1. Synergy scores: synergy=5.39. (3) Drug 1: O=P1(N(CCCl)CCCl)NCCCO1. Drug 2: NC(=O)c1cccc2cn(-c3ccc(C4CCCNC4)cc3)nc12. Cell line: SKMEL30. Synergy scores: synergy=-0.281.